Predict the reactants needed to synthesize the given product. From a dataset of Retrosynthesis with 50K atom-mapped reactions and 10 reaction types from USPTO. (1) Given the product CCS(=O)(=O)Nc1ccccc1SC1CCCCC1, predict the reactants needed to synthesize it. The reactants are: CCS(=O)(=O)Cl.Nc1ccccc1SC1CCCCC1. (2) Given the product O=CCN(CCc1ccccc1)C(=O)CCOCCc1ccc(Br)cc1, predict the reactants needed to synthesize it. The reactants are: CCOC(CN(CCc1ccccc1)C(=O)CCOCCc1ccc(Br)cc1)OCC.